Dataset: Reaction yield outcomes from USPTO patents with 853,638 reactions. Task: Predict the reaction yield, written as a fraction of the theoretical maximum amount of product (1.0 means a 100% yield; for example, 0.34 means a 34% yield). (1) The reactants are [F:1][C:2]1[CH:14]=[CH:13][C:5]([O:6][CH2:7][C:8](=O)[CH2:9][O:10][CH3:11])=[CH:4][CH:3]=1.[BH4-].[Na+].[NH3:17]. No catalyst specified. The product is [F:1][C:2]1[CH:14]=[CH:13][C:5]([O:6][CH2:7][CH:8]([NH2:17])[CH2:9][O:10][CH3:11])=[CH:4][CH:3]=1. The yield is 0.786. (2) The reactants are [CH3:1][O:2][C:3]1[CH:4]=[C:5]([NH:9][C:10](=[O:12])[CH3:11])[CH:6]=[CH:7][CH:8]=1.[C:13](Cl)(=[O:15])[CH3:14].[Cl-].[Al+3].[Cl-].[Cl-]. The catalyst is C(Cl)Cl. The product is [C:13]([C:8]1[CH:7]=[CH:6][C:5]([NH:9][C:10](=[O:12])[CH3:11])=[CH:4][C:3]=1[O:2][CH3:1])(=[O:15])[CH3:14]. The yield is 0.740. (3) The reactants are [N:1]1[CH:6]=[CH:5][N:4]=[CH:3][C:2]=1C(O)=O.P([N:26]=[N+]=[N-])(=O)(OC1C=CC=CC=1)OC1C=CC=CC=1.[CH:29]1([CH:32]2[O:37][CH2:36][CH2:35][N:34]([C:38]3[CH:39]=[CH:40][C:41]4[N:47]5[CH2:48][C@H:44]([CH2:45][CH2:46]5)[NH:43][C:42]=4[N:49]=3)[CH2:33]2)[CH2:31][CH2:30]1.C1[CH2:54][O:53]CC1. The yield is 0.0495. The product is [CH:29]1([CH:32]2[CH2:33][N:34]([C:38]3[CH:39]=[CH:40][C:41]4[N:47]5[CH2:48][C@H:44]([CH2:45][CH2:46]5)[N:43]([C:54]([NH:26][C:2]5[CH:3]=[N:4][CH:5]=[CH:6][N:1]=5)=[O:53])[C:42]=4[N:49]=3)[CH2:35][CH2:36][O:37]2)[CH2:30][CH2:31]1. The catalyst is O. (4) The reactants are [Cl:1][C:2]1[CH:7]=[C:6]([O:8][CH3:9])[CH:5]=[CH:4][C:3]=1[CH2:10][C:11]([C:13]1[CH:18]=[N:17][C:16]([CH3:19])=[CH:15][N:14]=1)=[O:12].[H-].[Na+].[CH3:22]I. The catalyst is CN(C=O)C.C(OCC)(=O)C. The product is [Cl:1][C:2]1[CH:7]=[C:6]([O:8][CH3:9])[CH:5]=[CH:4][C:3]=1[CH:10]([CH3:22])[C:11]([C:13]1[CH:18]=[N:17][C:16]([CH3:19])=[CH:15][N:14]=1)=[O:12]. The yield is 0.750.